Task: Predict the reaction yield, written as a fraction of the theoretical maximum amount of product (1.0 means a 100% yield; for example, 0.34 means a 34% yield).. Dataset: Reaction yield outcomes from USPTO patents with 853,638 reactions The reactants are [C:1]([O:5][C:6]([NH:8][CH2:9][CH2:10][CH2:11][CH2:12][CH2:13][NH2:14])=[O:7])([CH3:4])([CH3:3])[CH3:2].C(N(CC)CC)C.[Cl:22][CH2:23][CH2:24][S:25](Cl)(=[O:27])=[O:26]. The catalyst is ClCCl. The product is [C:1]([O:5][C:6]([NH:8][CH2:9][CH2:10][CH2:11][CH2:12][CH2:13][NH:14][S:25]([CH2:24][CH2:23][Cl:22])(=[O:27])=[O:26])=[O:7])([CH3:4])([CH3:3])[CH3:2]. The yield is 1.00.